This data is from Catalyst prediction with 721,799 reactions and 888 catalyst types from USPTO. The task is: Predict which catalyst facilitates the given reaction. (1) Reactant: FC(F)(F)S(O[C:7]1[C:16]([CH3:17])=[CH:15][CH:14]=[CH:13][C:8]=1[C:9]([O:11][CH3:12])=[O:10])(=O)=O.C(=O)([O-])[O-].[K+].[K+].O1CCCC1.[F:31][C:32]([F:43])([F:42])[C:33]1[CH:38]=[CH:37][C:36](B(O)O)=[CH:35][CH:34]=1. Product: [CH3:17][C:16]1[CH:15]=[CH:14][CH:13]=[C:8]([C:9]([O:11][CH3:12])=[O:10])[C:7]=1[C:36]1[CH:37]=[CH:38][C:33]([C:32]([F:43])([F:42])[F:31])=[CH:34][CH:35]=1. The catalyst class is: 690. (2) Reactant: [Br:1][C:2]1[N:6]=[C:5]([NH2:7])[S:4][N:3]=1.CC([O-])(C)C.[K+].[CH3:14][C:15]([O:18][C:19](O[C:19]([O:18][C:15]([CH3:17])([CH3:16])[CH3:14])=[O:20])=[O:20])([CH3:17])[CH3:16].O. Product: [Br:1][C:2]1[N:6]=[C:5]([NH:7][C:19](=[O:20])[O:18][C:15]([CH3:17])([CH3:16])[CH3:14])[S:4][N:3]=1. The catalyst class is: 1. (3) Reactant: [C:1]([OH:6])(=[O:5])[CH:2]([CH3:4])[CH3:3].C([Li])CCC.CCCCCC.Br[CH2:19][CH2:20][C:21]1[CH:26]=[CH:25][CH:24]=[CH:23][CH:22]=1. Product: [CH3:3][C:2]([CH3:4])([CH2:19][CH2:20][C:21]1[CH:26]=[CH:25][CH:24]=[CH:23][CH:22]=1)[C:1]([OH:6])=[O:5]. The catalyst class is: 1. (4) Reactant: [CH3:1][C:2]1[CH:3]=[C:4]2[C:9](=[C:10]([N:17]3[CH2:23][CH2:22][CH2:21][N:20]([CH2:24][C:25]4[CH:29]=[CH:28][N:27]([C:30]5[CH:35]=[CH:34][CH:33]=[CH:32][CH:31]=5)[N:26]=4)[CH2:19][CH2:18]3)[C:11]=1[O:12][CH2:13][C:14](O)=[O:15])[N:8]=[CH:7][CH:6]=[CH:5]2.Cl.[CH3:37][O:38][C:39]([CH:41]1[CH2:44][NH:43][CH2:42]1)=[O:40].CN(C(ON1N=NC2C=CC=NC1=2)=[N+](C)C)C.F[P-](F)(F)(F)(F)F.CCN(C(C)C)C(C)C. Product: [CH3:37][O:38][C:39]([CH:41]1[CH2:44][N:43]([C:14](=[O:15])[CH2:13][O:12][C:11]2[C:10]([N:17]3[CH2:23][CH2:22][CH2:21][N:20]([CH2:24][C:25]4[CH:29]=[CH:28][N:27]([C:30]5[CH:31]=[CH:32][CH:33]=[CH:34][CH:35]=5)[N:26]=4)[CH2:19][CH2:18]3)=[C:9]3[C:4]([CH:5]=[CH:6][CH:7]=[N:8]3)=[CH:3][C:2]=2[CH3:1])[CH2:42]1)=[O:40]. The catalyst class is: 3.